Predict the reactants needed to synthesize the given product. From a dataset of Full USPTO retrosynthesis dataset with 1.9M reactions from patents (1976-2016). The reactants are: IC.[I:3][C:4]1[CH:11]=[C:10]([O:12][CH3:13])[C:9]([O:14][CH:15]([CH3:17])[CH3:16])=[CH:8][C:5]=1[CH:6]=[O:7].[NH4+].[Cl-].[CH3:20][CH2:21]OCC. Given the product [I:3][C:4]1[CH:11]=[C:10]([O:12][CH3:13])[C:9]([O:14][CH:15]([CH3:17])[CH3:16])=[CH:8][C:5]=1[CH:6]([OH:7])[CH2:20][CH3:21], predict the reactants needed to synthesize it.